Dataset: M1 muscarinic receptor antagonist screen with 61,756 compounds. Task: Binary Classification. Given a drug SMILES string, predict its activity (active/inactive) in a high-throughput screening assay against a specified biological target. (1) The compound is O(C(=O)N1CCC(N(CCCOC)C(=O)Nc2ccc(cc2)CC)CC1)CC. The result is 0 (inactive). (2) The molecule is S(=O)(=O)(CC(=O)NCC1OCCC1)Cc1ccccc1. The result is 0 (inactive). (3) The drug is O=C(n1nc(N)c(c1c1ccccc1)C(OCC)=O)C(C)(C)C. The result is 0 (inactive). (4) The result is 0 (inactive). The compound is S(c1n(nnn1)CCOC)CC(=O)c1ccccc1.